This data is from Full USPTO retrosynthesis dataset with 1.9M reactions from patents (1976-2016). The task is: Predict the reactants needed to synthesize the given product. (1) Given the product [CH3:1][O:2][C:3]1[CH:8]=[CH:7][C:6]([CH2:9][S:10][C:20]2[C:25]([OH:26])=[CH:24][CH:23]=[CH:22][N:21]=2)=[CH:5][CH:4]=1, predict the reactants needed to synthesize it. The reactants are: [CH3:1][O:2][C:3]1[CH:8]=[CH:7][C:6]([CH2:9][SH:10])=[CH:5][CH:4]=1.[F-].[K+].C(=O)([O-])[O-].[K+].[K+].Br[C:20]1[C:25]([OH:26])=[CH:24][CH:23]=[CH:22][N:21]=1. (2) Given the product [F:18][C:4]1[CH:3]=[C:2]([C:19]2[CH:24]=[CH:23][CH:22]=[CH:21][CH:20]=2)[C:10]2[N:9]3[CH:11]([CH3:17])[CH2:12][CH2:13][NH:14][C:15](=[O:16])[C:8]3=[CH:7][C:6]=2[CH:5]=1, predict the reactants needed to synthesize it. The reactants are: Br[C:2]1[C:10]2[N:9]3[CH:11]([CH3:17])[CH2:12][CH2:13][NH:14][C:15](=[O:16])[C:8]3=[CH:7][C:6]=2[CH:5]=[C:4]([F:18])[CH:3]=1.[C:19]1(B(O)O)[CH:24]=[CH:23][CH:22]=[CH:21][CH:20]=1. (3) Given the product [Cl:1][C:2]1[CH:3]=[CH:4][C:5]([CH2:14][OH:15])=[C:6]2[C:11]=1[O:10][C:9]([CH3:12])([CH3:13])[CH:8]=[CH:7]2, predict the reactants needed to synthesize it. The reactants are: [Cl:1][C:2]1[C:11]2[O:10][C:9]([CH3:13])([CH3:12])[CH:8]=[CH:7][C:6]=2[C:5]([C:14](OC)=[O:15])=[CH:4][CH:3]=1.